From a dataset of Reaction yield outcomes from USPTO patents with 853,638 reactions. Predict the reaction yield, written as a fraction of the theoretical maximum amount of product (1.0 means a 100% yield; for example, 0.34 means a 34% yield). The reactants are [NH2:1][C:2]1[CH:31]=[CH:30][C:5]([O:6][C:7]2[CH:12]=[CH:11][N:10]=[C:9]3[CH:13]=[C:14]([C:16]4[N:21]=[CH:20][C:19]([CH2:22][N:23]5[C:27](=[O:28])[CH2:26][CH2:25][C:24]5=[O:29])=[CH:18][CH:17]=4)[S:15][C:8]=23)=[C:4]([F:32])[CH:3]=1.ClC(Cl)(O[C:37](=[O:43])OC(Cl)(Cl)Cl)Cl.[CH:45]1([NH2:48])[CH2:47][CH2:46]1. The catalyst is C1COCC1.CCOC(C)=O. The product is [CH:45]1([NH:48][C:37]([NH:1][C:2]2[CH:31]=[CH:30][C:5]([O:6][C:7]3[CH:12]=[CH:11][N:10]=[C:9]4[CH:13]=[C:14]([C:16]5[CH:17]=[CH:18][C:19]([CH2:22][N:23]6[C:24](=[O:29])[CH2:25][CH2:26][C:27]6=[O:28])=[CH:20][N:21]=5)[S:15][C:8]=34)=[C:4]([F:32])[CH:3]=2)=[O:43])[CH2:47][CH2:46]1. The yield is 0.170.